Dataset: Full USPTO retrosynthesis dataset with 1.9M reactions from patents (1976-2016). Task: Predict the reactants needed to synthesize the given product. (1) The reactants are: O.NN.[N+:4]([C:7]1[C:8]([C:17]([O:19][CH3:20])=[O:18])=[CH:9][C:10]2[O:15][CH2:14][CH2:13][O:12][C:11]=2[CH:16]=1)([O-])=O. Given the product [NH2:4][C:7]1[C:8]([C:17]([O:19][CH3:20])=[O:18])=[CH:9][C:10]2[O:15][CH2:14][CH2:13][O:12][C:11]=2[CH:16]=1, predict the reactants needed to synthesize it. (2) The reactants are: C[C:2]1([CH3:10])[O:7][C:6](=[O:8])[CH2:5][C:4](=[O:9])O1.[S:11]1[CH:15]=[CH:14][CH:13]=[C:12]1C(O)=O.C1CCC(N=C=NC2CCCCC2)CC1. Given the product [O:9]=[C:4]([C:12]1[S:11][CH:15]=[CH:14][CH:13]=1)[CH2:5][C:6]([O:7][CH2:2][CH3:10])=[O:8], predict the reactants needed to synthesize it. (3) Given the product [C:1]([S:4][CH2:16][C:17]1[CH:18]=[C:19]([CH:27]=[C:28]([Cl:30])[CH:29]=1)[C:20]([N:22]([CH2:25][CH3:26])[CH2:23][CH3:24])=[O:21])(=[O:3])[CH3:2], predict the reactants needed to synthesize it. The reactants are: [C:1]([S:4]CC1C=C(C=CC=1Cl)C#N)(=[O:3])[CH3:2].Br[CH2:16][C:17]1[CH:18]=[C:19]([CH:27]=[C:28]([Cl:30])[CH:29]=1)[C:20]([N:22]([CH2:25][CH3:26])[CH2:23][CH3:24])=[O:21].BrCC1C=C(C=CC=1Cl)C#N.